From a dataset of Forward reaction prediction with 1.9M reactions from USPTO patents (1976-2016). Predict the product of the given reaction. (1) Given the reactants [CH2:1]([Mg]Br)[CH:2]=[CH2:3].[CH3:6][S:7]([N:10]1[CH2:15][CH2:14][C:13](=[O:16])[CH2:12][CH2:11]1)(=[O:9])=[O:8], predict the reaction product. The product is: [CH2:3]([C:13]1([OH:16])[CH2:12][CH2:11][N:10]([S:7]([CH3:6])(=[O:9])=[O:8])[CH2:15][CH2:14]1)[CH:2]=[CH2:1]. (2) Given the reactants C([N:8]1[CH2:12][CH2:11][C:10]([C:15]2[CH:20]=[C:19]([F:21])[CH:18]=[C:17]([F:22])[CH:16]=2)([O:13][CH3:14])[CH2:9]1)C1C=CC=CC=1.C([O-])=O.[NH4+], predict the reaction product. The product is: [F:22][C:17]1[CH:16]=[C:15]([C:10]2([O:13][CH3:14])[CH2:11][CH2:12][NH:8][CH2:9]2)[CH:20]=[C:19]([F:21])[CH:18]=1. (3) Given the reactants [CH2:1](Br)[C:2]#[CH:3].C1(C)C=CC=CC=1.[CH3:12][O:13][C:14](=[O:22])[C:15]1[CH:20]=[CH:19][CH:18]=[C:17]([OH:21])[CH:16]=1.C([O-])([O-])=O.[K+].[K+], predict the reaction product. The product is: [CH3:12][O:13][C:14](=[O:22])[C:15]1[CH:20]=[CH:19][CH:18]=[C:17]([O:21][CH2:3][C:2]#[CH:1])[CH:16]=1. (4) Given the reactants [C:1]1([C:11]2[CH:16]=[CH:15][CH:14]=[C:13]([CH3:17])[C:12]=2[C:18]2[CH:19]=[C:20]3[C:25](=[CH:26][CH:27]=2)[N:24]=[C:23]([NH2:28])[C:22]([N:29]2[CH2:34][CH2:33][O:32][CH2:31][CH2:30]2)=[CH:21]3)[C:10]2[C:5](=[CH:6][CH:7]=[CH:8][CH:9]=2)[CH2:4][CH2:3][N:2]=1.[BH4-].[Na+].Cl, predict the reaction product. The product is: [CH3:17][C:13]1[CH:14]=[CH:15][CH:16]=[C:11]([CH:1]2[C:10]3[C:5](=[CH:6][CH:7]=[CH:8][CH:9]=3)[CH2:4][CH2:3][NH:2]2)[C:12]=1[C:18]1[CH:19]=[C:20]2[C:25](=[CH:26][CH:27]=1)[N:24]=[C:23]([NH2:28])[C:22]([N:29]1[CH2:34][CH2:33][O:32][CH2:31][CH2:30]1)=[CH:21]2. (5) Given the reactants [Cl:1][C:2]1[CH:3]=[C:4]2[C:9](=[CH:10][C:11]=1[C:12]([N:14]1[CH2:18][CH2:17][CH2:16][CH2:15]1)=[O:13])[N:8]=[CH:7][N:6]=[C:5]2[NH:19][CH:20]([C:26]1[N:30](C(OC(C)(C)C)=O)[C:29]2[CH:38]=[CH:39][C:40]([Cl:42])=[CH:41][C:28]=2[N:27]=1)[CH2:21][CH2:22][C:23](O)=[O:24].N[CH:44]([OH:46])[CH3:45].C[N:48](C(ON1N=NC2C=CC=CC1=2)=[N+](C)C)C.[B-](F)(F)(F)F.FC(F)(F)C(O)=O, predict the reaction product. The product is: [Cl:1][C:2]1[CH:3]=[C:4]2[C:9](=[CH:10][C:11]=1[C:12]([N:14]1[CH2:18][CH2:17][CH2:16][CH2:15]1)=[O:13])[N:8]=[CH:7][N:6]=[C:5]2[NH:19][CH:20]([C:26]1[NH:30][C:29]2[CH:38]=[CH:39][C:40]([Cl:42])=[CH:41][C:28]=2[N:27]=1)[CH2:21][CH2:22][C:23]([NH:48][CH2:45][CH2:44][OH:46])=[O:24]. (6) Given the reactants [CH3:1][O:2][C:3]([C@@H:5]1[CH2:9][C@@H:8]([S:10]([C:13]2[CH:18]=[CH:17][CH:16]=[CH:15][C:14]=2[Cl:19])(=[O:12])=[O:11])[CH2:7][N:6]1[C:20](=S)[CH2:21][C:22](=O)[CH3:23])=[O:4].Cl.Cl.[CH2:28]([NH:35][NH2:36])[C:29]1[CH:34]=[CH:33][CH:32]=[CH:31][CH:30]=1, predict the reaction product. The product is: [CH3:1][O:2][C:3]([C@@H:5]1[CH2:9][C@@H:8]([S:10]([C:13]2[CH:18]=[CH:17][CH:16]=[CH:15][C:14]=2[Cl:19])(=[O:11])=[O:12])[CH2:7][N:6]1[C:20]1[N:35]([CH2:28][C:29]2[CH:34]=[CH:33][CH:32]=[CH:31][CH:30]=2)[N:36]=[C:22]([CH3:23])[CH:21]=1)=[O:4]. (7) The product is: [ClH:13].[ClH:53].[NH2:18][C:19]1[N:20]=[C:21]([NH:34][CH:35]2[CH2:40][CH2:39][N:38]([S:14]([C:10]3[CH:11]=[CH:12][C:7]([CH:3]4[CH2:4][CH2:5][CH2:6][N:2]4[CH3:1])=[CH:8][CH:9]=3)(=[O:17])=[O:15])[CH2:37][CH2:36]2)[S:22][C:23]=1[C:24]([C:26]1[C:31]([F:32])=[CH:30][CH:29]=[CH:28][C:27]=1[F:33])=[O:25]. Given the reactants [CH3:1][N:2]1[CH2:6][CH2:5][CH2:4][CH:3]1[C:7]1[CH:12]=[CH:11][CH:10]=[CH:9][CH:8]=1.[Cl:13][S:14]([OH:17])(=O)=[O:15].[NH2:18][C:19]1[N:20]=[C:21]([NH:34][CH:35]2[CH2:40][CH2:39][NH:38][CH2:37][CH2:36]2)[S:22][C:23]=1[C:24]([C:26]1[C:31]([F:32])=[CH:30][CH:29]=[CH:28][C:27]=1[F:33])=[O:25].C1(N)C(F)=C(F)C(F)=C(N)C=1F.[ClH:53].Cl, predict the reaction product. (8) Given the reactants C([C:4]1[CH:9]=[C:8]([O:10][C:11]2[CH:16]=[CH:15][C:14]([NH:17][C:18](=[O:25])[CH2:19][C:20]([O:22][CH2:23][CH3:24])=[O:21])=[CH:13][C:12]=2[F:26])[CH:7]=[CH:6][N:5]=1)(=O)N.C[N:28](C=O)C, predict the reaction product. The product is: [NH2:28][C:4]1[CH:9]=[C:8]([O:10][C:11]2[CH:16]=[CH:15][C:14]([NH:17][C:18](=[O:25])[CH2:19][C:20]([O:22][CH2:23][CH3:24])=[O:21])=[CH:13][C:12]=2[F:26])[CH:7]=[CH:6][N:5]=1. (9) Given the reactants [OH:1][CH2:2][C@@H:3]1[C@:12]2([CH3:13])[C@H:7]([C:8]([CH3:15])([CH3:14])[CH2:9][CH2:10][CH2:11]2)[CH2:6][CH2:5][C@@:4]1([CH3:17])[OH:16].[Cr](Cl)([O-])(=O)=O.[NH+]1C=CC=CC=1, predict the reaction product. The product is: [OH:16][C@:4]1([CH3:17])[CH2:5][CH2:6][C@@H:7]2[C@:12]([CH3:13])([CH2:11][CH2:10][CH2:9][C:8]2([CH3:14])[CH3:15])[CH:3]1[CH:2]=[O:1].